Dataset: Reaction yield outcomes from USPTO patents with 853,638 reactions. Task: Predict the reaction yield, written as a fraction of the theoretical maximum amount of product (1.0 means a 100% yield; for example, 0.34 means a 34% yield). (1) The reactants are [Br-].[CH2:2]([P+](C1C=CC=CC=1)(C1C=CC=CC=1)C1C=CC=CC=1)[C:3]1[CH:8]=[CH:7][CH:6]=[CH:5][CH:4]=1.[Li+].CC([N-]C(C)C)C.[CH:36]1([CH:42]=O)[CH2:41][CH2:40][CH2:39][CH2:38][CH2:37]1. The catalyst is C1COCC1. The product is [CH:36]1(/[CH:42]=[CH:2]/[C:3]2[CH:4]=[CH:5][CH:6]=[CH:7][CH:8]=2)[CH2:41][CH2:40][CH2:39][CH2:38][CH2:37]1. The yield is 0.910. (2) The reactants are [C:9](O[C:9]([O:11][C:12]([CH3:15])([CH3:14])[CH3:13])=[O:10])([O:11][C:12]([CH3:15])([CH3:14])[CH3:13])=[O:10].[CH2:16]([O:23][C:24](=[O:42])[CH:25]([NH:34][C:35]([O:37][C:38]([CH3:41])([CH3:40])[CH3:39])=[O:36])[CH2:26][CH2:27][C:28](=[O:33])[N:29]([O:31][CH3:32])[CH3:30])[C:17]1[CH:22]=[CH:21][CH:20]=[CH:19][CH:18]=1.C[N:44](C1C=CC=CN=1)C. The catalyst is C(#N)C. The product is [CH2:16]([O:23][C:24](=[O:42])[C:25]([NH:44][C:9]([O:11][C:12]([CH3:13])([CH3:14])[CH3:15])=[O:10])([NH:34][C:35]([O:37][C:38]([CH3:39])([CH3:41])[CH3:40])=[O:36])[CH2:26][CH2:27][C:28](=[O:33])[N:29]([O:31][CH3:32])[CH3:30])[C:17]1[CH:22]=[CH:21][CH:20]=[CH:19][CH:18]=1. The yield is 0.950.